This data is from Forward reaction prediction with 1.9M reactions from USPTO patents (1976-2016). The task is: Predict the product of the given reaction. (1) Given the reactants N[C:2]1[CH:3]=[C:4]([CH2:8][C:9]([NH:11][C:12]2[C:20]3[C:15](=[CH:16][CH:17]=[C:18]([N:21]4[CH2:25][CH2:24][CH2:23][S:22]4(=[O:27])=[O:26])[CH:19]=3)[NH:14][N:13]=2)=[O:10])[CH:5]=[CH:6][CH:7]=1.[CH:28](=O)[CH3:29].C(O[BH-](OC(=O)C)OC(=O)C)(=O)C.[Na+].C(O)(=O)C.C[N:50](C)C=O, predict the reaction product. The product is: [O:27]=[S:22]1(=[O:26])[CH2:23][CH2:24][CH2:25][N:21]1[C:18]1[CH:19]=[C:20]2[C:15](=[CH:16][CH:17]=1)[NH:14][N:13]=[C:12]2[NH:11][C:9](=[O:10])[CH2:8][C:4]1[CH:5]=[CH:6][C:7]([NH:50][CH2:28][CH3:29])=[CH:2][CH:3]=1. (2) Given the reactants [Cl:1][C:2]1[CH:7]=[C:6]([Cl:8])[CH:5]=[C:4]([Cl:9])[C:3]=1[N:10]1[C:14]2=[N:15][C:16]([CH2:20][C:21]3[CH:26]=[CH:25][C:24]([C:27]([O:29]CC)=[O:28])=[CH:23][CH:22]=3)=[N:17][C:18](=[O:19])[C:13]2=[C:12]([CH:32]([CH3:34])[CH3:33])[NH:11]1.[OH-].[Li+].CO, predict the reaction product. The product is: [Cl:1][C:2]1[CH:7]=[C:6]([Cl:8])[CH:5]=[C:4]([Cl:9])[C:3]=1[N:10]1[C:14]2=[N:15][C:16]([CH2:20][C:21]3[CH:26]=[CH:25][C:24]([C:27]([OH:29])=[O:28])=[CH:23][CH:22]=3)=[N:17][C:18](=[O:19])[C:13]2=[C:12]([CH:32]([CH3:34])[CH3:33])[NH:11]1. (3) The product is: [CH:15]1([C:18]2[C:19]([CH2:32][O:33][C:38]3[CH:37]=[CH:36][C:35]([Cl:34])=[C:40]([Cl:41])[CH:39]=3)=[CH:20][C:21]([F:31])=[C:22]([CH:30]=2)[C:23]([O:25][C:26]([CH3:28])([CH3:29])[CH3:27])=[O:24])[CH2:17][CH2:16]1. Given the reactants ClC1C(CO)=CC(F)=C(C=1)C(OC)=O.[CH:15]1([C:18]2[C:19]([CH2:32][OH:33])=[CH:20][C:21]([F:31])=[C:22]([CH:30]=2)[C:23]([O:25][C:26]([CH3:29])([CH3:28])[CH3:27])=[O:24])[CH2:17][CH2:16]1.[Cl:34][C:35]1[CH:36]=[C:37](O)[CH:38]=[CH:39][C:40]=1[Cl:41], predict the reaction product. (4) Given the reactants [C:1]([NH:4][C:5]1[CH:18]=[CH:17][C:16]2[C:7](=[C:8]([NH2:19])[C:9]3[C:14]([N:15]=2)=[CH:13][CH:12]=[CH:11][CH:10]=3)[CH:6]=1)(=[O:3])[CH3:2].[S:20]([O:25]C)([O:23][CH3:24])(=[O:22])=[O:21], predict the reaction product. The product is: [S:20]([O-:25])([O-:23])(=[O:22])=[O:21].[C:1]([NH:4][C:5]1[CH:18]=[CH:17][C:16]2[C:7](=[C:8]([NH2:19])[C:9]3[C:14]([N+:15]=2[CH3:24])=[CH:13][CH:12]=[CH:11][CH:10]=3)[CH:6]=1)(=[O:3])[CH3:2].[C:1]([NH:4][C:5]1[CH:18]=[CH:17][C:16]2[C:7](=[C:8]([NH2:19])[C:9]3[C:14]([N+:15]=2[CH3:24])=[CH:13][CH:12]=[CH:11][CH:10]=3)[CH:6]=1)(=[O:3])[CH3:2]. (5) Given the reactants [C:1]([N:4]([CH2:18][C:19]1[CH:24]=[CH:23][CH:22]=[CH:21][C:20]=1[CH:25]1OCC[O:26]1)[C:5]1[CH:10]=[CH:9][CH:8]=[CH:7][C:6]=1[O:11][C:12]1[CH:17]=[CH:16][CH:15]=[CH:14][CH:13]=1)(=[O:3])[CH3:2].O.C1(C)C=CC(S(O)(=O)=O)=CC=1.C(=O)(O)[O-].[Na+], predict the reaction product. The product is: [C:1]([N:4]([CH2:18][C:19]1[CH:24]=[CH:23][CH:22]=[CH:21][C:20]=1[CH:25]=[O:26])[C:5]1[CH:10]=[CH:9][CH:8]=[CH:7][C:6]=1[O:11][C:12]1[CH:17]=[CH:16][CH:15]=[CH:14][CH:13]=1)(=[O:3])[CH3:2].